From a dataset of Reaction yield outcomes from USPTO patents with 853,638 reactions. Predict the reaction yield, written as a fraction of the theoretical maximum amount of product (1.0 means a 100% yield; for example, 0.34 means a 34% yield). The reactants are [Br:1][C:2]1[CH:3]=[C:4]([S:8](Cl)(=[O:10])=[O:9])[CH:5]=[CH:6][CH:7]=1.[CH3:12][NH2:13]. The catalyst is C1COCC1. The product is [CH3:12][NH:13][S:8]([C:4]1[CH:5]=[CH:6][CH:7]=[C:2]([Br:1])[CH:3]=1)(=[O:10])=[O:9]. The yield is 0.990.